The task is: Predict the reactants needed to synthesize the given product.. This data is from Retrosynthesis with 50K atom-mapped reactions and 10 reaction types from USPTO. (1) Given the product CN(Cc1ccccc1)S(=O)(=O)c1ccc(-c2ncnc3ccc(-c4cn(C(c5ccccc5)(c5ccccc5)c5ccccc5)nc4-c4ccc(F)cc4)cc23)s1, predict the reactants needed to synthesize it. The reactants are: BrCc1ccccc1.CNS(=O)(=O)c1ccc(-c2ncnc3ccc(-c4cn(C(c5ccccc5)(c5ccccc5)c5ccccc5)nc4-c4ccc(F)cc4)cc23)s1. (2) Given the product COC(=O)c1cc(O)c2c(-c3ccccc3)ccc(O)c2n1, predict the reactants needed to synthesize it. The reactants are: COC(=O)c1cc(O)c2c(-c3ccccc3)ccc(OCc3ccccc3)c2n1. (3) Given the product BrCCCNCc1ccc2c(c1)OCO2, predict the reactants needed to synthesize it. The reactants are: NCCCBr.O=Cc1ccc2c(c1)OCO2.